From a dataset of NCI-60 drug combinations with 297,098 pairs across 59 cell lines. Regression. Given two drug SMILES strings and cell line genomic features, predict the synergy score measuring deviation from expected non-interaction effect. (1) Drug 1: C1=C(C(=O)NC(=O)N1)F. Drug 2: CC(C)CN1C=NC2=C1C3=CC=CC=C3N=C2N. Cell line: OVCAR3. Synergy scores: CSS=62.8, Synergy_ZIP=1.28, Synergy_Bliss=1.32, Synergy_Loewe=-0.211, Synergy_HSA=0.181. (2) Drug 1: CC1C(C(CC(O1)OC2CC(CC3=C2C(=C4C(=C3O)C(=O)C5=C(C4=O)C(=CC=C5)OC)O)(C(=O)C)O)N)O.Cl. Drug 2: C1=NC2=C(N=C(N=C2N1C3C(C(C(O3)CO)O)F)Cl)N. Cell line: SN12C. Synergy scores: CSS=45.7, Synergy_ZIP=-4.93, Synergy_Bliss=-3.70, Synergy_Loewe=-5.62, Synergy_HSA=-0.719. (3) Drug 1: CC12CCC3C(C1CCC2=O)CC(=C)C4=CC(=O)C=CC34C. Drug 2: CC1CCC2CC(C(=CC=CC=CC(CC(C(=O)C(C(C(=CC(C(=O)CC(OC(=O)C3CCCCN3C(=O)C(=O)C1(O2)O)C(C)CC4CCC(C(C4)OC)OCCO)C)C)O)OC)C)C)C)OC. Cell line: A549. Synergy scores: CSS=48.6, Synergy_ZIP=0.931, Synergy_Bliss=-0.388, Synergy_Loewe=0.916, Synergy_HSA=3.63.